Dataset: Forward reaction prediction with 1.9M reactions from USPTO patents (1976-2016). Task: Predict the product of the given reaction. Given the reactants [OH:1]N1C(=O)C2=CC=CC=C2C1=O.[CH:13](=[O:20])[C:14]1[CH:19]=[CH:18][CH:17]=[N:16][CH:15]=1.N1C=CC=C(C)C=1, predict the reaction product. The product is: [C:13]([OH:1])(=[O:20])[C:14]1[CH:19]=[CH:18][CH:17]=[N:16][CH:15]=1.